This data is from Full USPTO retrosynthesis dataset with 1.9M reactions from patents (1976-2016). The task is: Predict the reactants needed to synthesize the given product. (1) The reactants are: [N:1]1[N:2]([C:6]2[CH:14]=[CH:13][CH:12]=[CH:11][C:7]=2[C:8]([OH:10])=O)[N:3]=[CH:4][CH:5]=1.C1C=CC2N(O)N=NC=2C=1.O.CCN=C=NCCCN(C)C.Cl.[CH2:38]([NH:40][CH2:41][CH2:42][C:43]1[CH:47]=[CH:46][N:45]([C:48]2[CH:53]=[CH:52][C:51]([F:54])=[CH:50][N:49]=2)[N:44]=1)[CH3:39].C([O-])(O)=O.[Na+]. Given the product [CH2:38]([N:40]([CH2:41][CH2:42][C:43]1[CH:47]=[CH:46][N:45]([C:48]2[CH:53]=[CH:52][C:51]([F:54])=[CH:50][N:49]=2)[N:44]=1)[C:8](=[O:10])[C:7]1[CH:11]=[CH:12][CH:13]=[CH:14][C:6]=1[N:2]1[N:1]=[CH:5][CH:4]=[N:3]1)[CH3:39], predict the reactants needed to synthesize it. (2) Given the product [CH2:32]([O:34][C:35](=[O:44])[C:36]1[CH:41]=[CH:40][C:39]([O:31][CH2:30][CH2:29][CH2:28][CH:25]2[CH2:26][CH2:27][N:22]([C:19]3[N:20]=[CH:21][C:16]([Cl:15])=[CH:17][N:18]=3)[CH2:23][CH2:24]2)=[N:38][C:37]=1[CH3:43])[CH3:33], predict the reactants needed to synthesize it. The reactants are: CC(OC(/N=N/C(OC(C)C)=O)=O)C.[Cl:15][C:16]1[CH:17]=[N:18][C:19]([N:22]2[CH2:27][CH2:26][CH:25]([CH2:28][CH2:29][CH2:30][OH:31])[CH2:24][CH2:23]2)=[N:20][CH:21]=1.[CH2:32]([O:34][C:35](=[O:44])[C:36]1[CH:41]=[CH:40][C:39](O)=[N:38][C:37]=1[CH3:43])[CH3:33].C1C=CC(P(C2C=CC=CC=2)C2C=CC=CC=2)=CC=1. (3) The reactants are: [NH2:1][C:2]1[C:7]([CH3:8])=[CH:6][N:5]=[C:4]([NH:9][C@@H:10]2[CH2:15][CH2:14][C@H:13]([NH:16][C:17](=[O:26])[C:18]3[CH:23]=[CH:22][C:21]([F:24])=[C:20]([Cl:25])[CH:19]=3)[CH2:12][CH2:11]2)[CH:3]=1.C=O.[BH3-][C:30]#N.[Na+].Cl. Given the product [ClH:25].[Cl:25][C:20]1[CH:19]=[C:18]([CH:23]=[CH:22][C:21]=1[F:24])[C:17]([NH:16][C@H:13]1[CH2:14][CH2:15][C@@H:10]([NH:9][C:4]2[CH:3]=[C:2]([NH:1][CH3:30])[C:7]([CH3:8])=[CH:6][N:5]=2)[CH2:11][CH2:12]1)=[O:26], predict the reactants needed to synthesize it. (4) Given the product [ClH:36].[ClH:1].[F:8][C:9]1[CH:10]=[C:11]([CH:37]=[CH:38][CH:39]=1)[O:12][CH2:13][CH:14]1[CH2:19][NH:18][CH2:17][CH2:16][N:15]1[C:27]([O:29][C:30]1[CH:35]=[CH:34][C:33]([Cl:36])=[CH:32][CH:31]=1)=[O:28], predict the reactants needed to synthesize it. The reactants are: [ClH:1].O1CCOCC1.[F:8][C:9]1[CH:10]=[C:11]([CH:37]=[CH:38][CH:39]=1)[O:12][CH2:13][CH:14]1[CH2:19][N:18](C(OC(C)(C)C)=O)[CH2:17][CH2:16][N:15]1[C:27]([O:29][C:30]1[CH:35]=[CH:34][C:33]([Cl:36])=[CH:32][CH:31]=1)=[O:28]. (5) Given the product [CH:13]1([CH2:12][N:11]2[C:10]3[CH:19]=[CH:20][C:21]([N:23]([CH3:33])[S:24]([C:27]4[CH:32]=[CH:31][CH:30]=[CH:29][CH:28]=4)(=[O:26])=[O:25])=[CH:22][C:9]=3[N:8]=[C:7]2[C:3]([CH3:6])([CH3:4])[CH3:5])[CH2:18][CH2:17][CH2:16][CH2:15][CH2:14]1, predict the reactants needed to synthesize it. The reactants are: [H-].[Na+].[C:3]([C:7]1[N:11]([CH2:12][CH:13]2[CH2:18][CH2:17][CH2:16][CH2:15][CH2:14]2)[C:10]2[CH:19]=[CH:20][C:21]([NH:23][S:24]([C:27]3[CH:32]=[CH:31][CH:30]=[CH:29][CH:28]=3)(=[O:26])=[O:25])=[CH:22][C:9]=2[N:8]=1)([CH3:6])([CH3:5])[CH3:4].[CH3:33]I. (6) Given the product [OH:16][CH:17]1[CH2:22][CH2:21][N:20]([CH2:2][CH2:3][CH2:4][N:5]2[C:9](=[O:10])[C:8]3[C:7](=[CH:14][CH:13]=[CH:12][CH:11]=3)[C:6]2=[O:15])[CH2:19][CH2:18]1, predict the reactants needed to synthesize it. The reactants are: Br[CH2:2][CH2:3][CH2:4][N:5]1[C:9](=[O:10])[C:8]2=[CH:11][CH:12]=[CH:13][CH:14]=[C:7]2[C:6]1=[O:15].[OH:16][CH:17]1[CH2:22][CH2:21][NH:20][CH2:19][CH2:18]1.C(=O)([O-])[O-].[K+].[K+].CN(C)C=O. (7) The reactants are: CC1(C)C(C)(C)OB([C:9]2[CH:10]=[CH:11][C:12]([N:15]3[CH2:20][CH2:19][O:18][CH2:17][CH2:16]3)=[N:13][CH:14]=2)O1.[NH2:22][C:23]1[C:32](Br)=[N:31][C:30]([Br:34])=[CH:29][C:24]=1[C:25]([O:27][CH3:28])=[O:26].C([O-])([O-])=O.[K+].[K+]. Given the product [NH2:22][C:23]1[C:32]([C:9]2[CH:14]=[N:13][C:12]([N:15]3[CH2:16][CH2:17][O:18][CH2:19][CH2:20]3)=[CH:11][CH:10]=2)=[N:31][C:30]([Br:34])=[CH:29][C:24]=1[C:25]([O:27][CH3:28])=[O:26], predict the reactants needed to synthesize it. (8) Given the product [F:20][C:2]([F:1])([F:19])[C:3]1[CH:8]=[CH:7][CH:6]=[CH:5][C:4]=1[C:9]1[CH:14]=[CH:13][N:12]2[CH:15]=[N:16][C:17]([NH:18][C:27](=[O:28])[C:22]3[CH:23]=[CH:24][CH:25]=[CH:26][N:21]=3)=[C:11]2[N:10]=1, predict the reactants needed to synthesize it. The reactants are: [F:1][C:2]([F:20])([F:19])[C:3]1[CH:8]=[CH:7][CH:6]=[CH:5][C:4]=1[C:9]1[CH:14]=[CH:13][N:12]2[CH:15]=[N:16][C:17]([NH2:18])=[C:11]2[N:10]=1.[N:21]1[CH:26]=[CH:25][CH:24]=[CH:23][C:22]=1[C:27](O)=[O:28].CN(C(ON1N=NC2C=CC=NC1=2)=[N+](C)C)C.F[P-](F)(F)(F)(F)F.CCN(C(C)C)C(C)C. (9) Given the product [Cl:24][C:23]1[N:22]=[C:29]([Cl:30])[N:28]=[C:26]([C:16]2[C:15]([F:14])=[CH:20][CH:19]=[CH:18][C:17]=2[F:21])[N:25]=1, predict the reactants needed to synthesize it. The reactants are: [Li]CCCC.Cl.C(N(CC)CC)C.[F:14][C:15]1[CH:20]=[CH:19][CH:18]=[C:17]([F:21])[CH:16]=1.[N:22]1[C:29]([Cl:30])=[N:28][C:26](Cl)=[N:25][C:23]=1[Cl:24].